This data is from Peptide-MHC class I binding affinity with 185,985 pairs from IEDB/IMGT. The task is: Regression. Given a peptide amino acid sequence and an MHC pseudo amino acid sequence, predict their binding affinity value. This is MHC class I binding data. (1) The peptide sequence is FLKENGGL. The MHC is HLA-B53:01 with pseudo-sequence HLA-B53:01. The binding affinity (normalized) is 0. (2) The peptide sequence is GRGQILLGK. The MHC is HLA-A01:01 with pseudo-sequence HLA-A01:01. The binding affinity (normalized) is 0.0847.